Dataset: HIV replication inhibition screening data with 41,000+ compounds from the AIDS Antiviral Screen. Task: Binary Classification. Given a drug SMILES string, predict its activity (active/inactive) in a high-throughput screening assay against a specified biological target. (1) The drug is CSC(=NN=C(C)c1ccc(S(=O)(=O)N(C)c2ccccc2)cc1)SC. The result is 0 (inactive). (2) The molecule is C[Sn]1(C)OC(=O)CCN=Cc2c(ccc3ccccc23)O[Sn](C)(C)OC(=O)CCN=Cc2c(ccc3ccccc23)O1. The result is 0 (inactive).